Dataset: NCI-60 drug combinations with 297,098 pairs across 59 cell lines. Task: Regression. Given two drug SMILES strings and cell line genomic features, predict the synergy score measuring deviation from expected non-interaction effect. (1) Drug 1: CCN(CC)CCNC(=O)C1=C(NC(=C1C)C=C2C3=C(C=CC(=C3)F)NC2=O)C. Drug 2: CN(CCCl)CCCl.Cl. Cell line: M14. Synergy scores: CSS=6.14, Synergy_ZIP=-4.90, Synergy_Bliss=-9.11, Synergy_Loewe=-6.21, Synergy_HSA=-7.32. (2) Drug 1: COC1=C2C(=CC3=C1OC=C3)C=CC(=O)O2. Drug 2: C1CN(P(=O)(OC1)NCCCl)CCCl. Cell line: MCF7. Synergy scores: CSS=-6.21, Synergy_ZIP=1.66, Synergy_Bliss=-0.618, Synergy_Loewe=-1.38, Synergy_HSA=-3.35. (3) Drug 1: CC1=C2C(C(=O)C3(C(CC4C(C3C(C(C2(C)C)(CC1OC(=O)C(C(C5=CC=CC=C5)NC(=O)OC(C)(C)C)O)O)OC(=O)C6=CC=CC=C6)(CO4)OC(=O)C)OC)C)OC. Drug 2: CN(C)N=NC1=C(NC=N1)C(=O)N. Cell line: HT29. Synergy scores: CSS=62.9, Synergy_ZIP=7.51, Synergy_Bliss=7.65, Synergy_Loewe=-10.0, Synergy_HSA=7.76. (4) Drug 1: CC1OCC2C(O1)C(C(C(O2)OC3C4COC(=O)C4C(C5=CC6=C(C=C35)OCO6)C7=CC(=C(C(=C7)OC)O)OC)O)O. Drug 2: C1=C(C(=O)NC(=O)N1)F. Cell line: UACC-257. Synergy scores: CSS=28.9, Synergy_ZIP=4.65, Synergy_Bliss=6.72, Synergy_Loewe=8.77, Synergy_HSA=9.14. (5) Drug 1: C1CC(=O)NC(=O)C1N2CC3=C(C2=O)C=CC=C3N. Synergy scores: CSS=5.80, Synergy_ZIP=0.614, Synergy_Bliss=2.21, Synergy_Loewe=-5.63, Synergy_HSA=-1.28. Drug 2: C1=CC(=CC=C1CCCC(=O)O)N(CCCl)CCCl. Cell line: SK-MEL-28.